Dataset: Reaction yield outcomes from USPTO patents with 853,638 reactions. Task: Predict the reaction yield, written as a fraction of the theoretical maximum amount of product (1.0 means a 100% yield; for example, 0.34 means a 34% yield). (1) The reactants are [CH:1]1([C:7]2[C:8]3[CH:24]=[CH:23][C:22]([C:25]([O:27]C)=[O:26])=[CH:21][C:9]=3[N:10]3[C:16]=2[C:15]2[CH:17]=[CH:18][CH:19]=[CH:20][C:14]=2[S:13][CH2:12][CH2:11]3)[CH2:6][CH2:5][CH2:4][CH2:3][CH2:2]1.[OH-].[Na+].Cl.O. The catalyst is O1CCCC1.CO. The product is [CH:1]1([C:7]2[C:8]3[CH:24]=[CH:23][C:22]([C:25]([OH:27])=[O:26])=[CH:21][C:9]=3[N:10]3[C:16]=2[C:15]2[CH:17]=[CH:18][CH:19]=[CH:20][C:14]=2[S:13][CH2:12][CH2:11]3)[CH2:2][CH2:3][CH2:4][CH2:5][CH2:6]1. The yield is 0.877. (2) The reactants are [Cl:1][C:2]1[CH:7]=[CH:6][C:5]([CH2:8]Cl)=[CH:4][N:3]=1.C(N(CC)CC)C.[CH3:17][O:18][CH:19]([O:22][CH3:23])[CH2:20][NH2:21]. The catalyst is C(#N)C. The product is [Cl:1][C:2]1[N:3]=[CH:4][C:5]([CH2:8][NH:21][CH2:20][CH:19]([O:22][CH3:23])[O:18][CH3:17])=[CH:6][CH:7]=1. The yield is 0.850. (3) The reactants are [F:1][C:2]1[C:20](I)=[C:19]([CH3:22])[CH:18]=[CH:17][C:3]=1[C:4]([NH:6][C:7]1[CH:12]=[CH:11][CH:10]=[C:9]([O:13][CH:14]([CH3:16])[CH3:15])[CH:8]=1)=[O:5].[CH3:23][NH:24][C:25]1[N:34]=[CH:33][C:32]2[C:27](=[CH:28][CH:29]=[C:30](B3OC(C)(C)C(C)(C)O3)[CH:31]=2)[N:26]=1.C(=O)([O-])[O-].[Na+].[Na+]. The catalyst is COCCOC.C1C=CC(/C=C/C(/C=C/C2C=CC=CC=2)=O)=CC=1.C1C=CC(/C=C/C(/C=C/C2C=CC=CC=2)=O)=CC=1.C1C=CC(/C=C/C(/C=C/C2C=CC=CC=2)=O)=CC=1.[Pd].[Pd]. The product is [F:1][C:2]1[C:20]([C:30]2[CH:31]=[C:32]3[C:27](=[CH:28][CH:29]=2)[N:26]=[C:25]([NH:24][CH3:23])[N:34]=[CH:33]3)=[C:19]([CH3:22])[CH:18]=[CH:17][C:3]=1[C:4]([NH:6][C:7]1[CH:12]=[CH:11][CH:10]=[C:9]([O:13][CH:14]([CH3:16])[CH3:15])[CH:8]=1)=[O:5]. The yield is 0.570.